This data is from Forward reaction prediction with 1.9M reactions from USPTO patents (1976-2016). The task is: Predict the product of the given reaction. (1) The product is: [CH3:1][O:2][CH2:3][CH:4]1[CH2:5][N:6]([CH2:29][C:30](=[O:32])[CH3:31])[CH2:7][C:8]2([CH2:13][CH2:12][N:11]([C:14]([O:16][C:17]([CH3:18])([CH3:20])[CH3:19])=[O:15])[CH2:10][CH2:9]2)[O:21]1. Given the reactants [CH3:1][O:2][CH2:3][CH:4]1[O:21][C:8]2([CH2:13][CH2:12][N:11]([C:14]([O:16][C:17]([CH3:20])([CH3:19])[CH3:18])=[O:15])[CH2:10][CH2:9]2)[CH2:7][NH:6][CH2:5]1.C([O-])([O-])=O.[K+].[K+].Br[CH2:29][C:30](=[O:32])[CH3:31], predict the reaction product. (2) Given the reactants [CH3:1][C:2]1([C:15]2[CH:20]=[CH:19][CH:18]=[CH:17][CH:16]=2)[C:6](=[O:7])[CH:5]=[C:4](/[CH:8]=[CH:9]/[C:10]2[CH:14]=[CH:13][S:12][CH:11]=2)[O:3]1.[SH:21][CH2:22][CH2:23][CH2:24][OH:25], predict the reaction product. The product is: [OH:25][CH2:24][CH2:23][CH2:22][S:21][CH:9]([C:10]1[CH:14]=[CH:13][S:12][CH:11]=1)[CH2:8][C:4]1[O:3][C:2]([CH3:1])([C:15]2[CH:20]=[CH:19][CH:18]=[CH:17][CH:16]=2)[C:6](=[O:7])[CH:5]=1.